This data is from Forward reaction prediction with 1.9M reactions from USPTO patents (1976-2016). The task is: Predict the product of the given reaction. (1) Given the reactants [CH3:1][C:2]1[CH:7]=[C:6]([C:8]2[CH:9]=[CH:10][C:11]3[N:17]4[CH2:18][C@H:14]([CH2:15][CH2:16]4)[NH:13][C:12]=3[N:19]=2)[CH:5]=[CH:4][N:3]=1.C(N(CC)CC)C.ClC(Cl)(O[C:31](=[O:37])OC(Cl)(Cl)Cl)Cl.[CH:39]1([NH2:43])[CH2:42][CH2:41][CH2:40]1, predict the reaction product. The product is: [CH:39]1([NH:43][C:31]([N:13]2[C@@H:14]3[CH2:18][N:17]([CH2:16][CH2:15]3)[C:11]3[CH:10]=[CH:9][C:8]([C:6]4[CH:5]=[CH:4][N:3]=[C:2]([CH3:1])[CH:7]=4)=[N:19][C:12]2=3)=[O:37])[CH2:42][CH2:41][CH2:40]1. (2) Given the reactants [NH2:1][C:2]1[N:3]=[C:4]([NH:17][CH:18]2[CH2:23][CH2:22][CH2:21][NH:20][CH2:19]2)[S:5][C:6]=1[C:7]([C:9]1[C:14]([F:15])=[CH:13][CH:12]=[CH:11][C:10]=1[F:16])=[O:8].[CH3:24][S:25](Cl)(=[O:27])=[O:26], predict the reaction product. The product is: [NH2:1][C:2]1[N:3]=[C:4]([NH:17][CH:18]2[CH2:23][CH2:22][CH2:21][N:20]([S:25]([CH3:24])(=[O:27])=[O:26])[CH2:19]2)[S:5][C:6]=1[C:7]([C:9]1[C:14]([F:15])=[CH:13][CH:12]=[CH:11][C:10]=1[F:16])=[O:8]. (3) Given the reactants [C:1]([C:4]1[CH:9]=[CH:8][C:7]([CH3:10])=[CH:6][N:5]=1)(=O)[CH3:2].[CH3:11][N:12]1[C:16]2[CH:17]=[CH:18][CH:19]=[CH:20][C:15]=2[N:14]=[C:13]1[NH:21][NH2:22], predict the reaction product. The product is: [CH3:11][N:12]1[C:16]2[CH:17]=[CH:18][CH:19]=[CH:20][C:15]=2[N:14]=[C:13]1[NH:21][N:22]=[C:1]([C:4]1[CH:9]=[CH:8][C:7]([CH3:10])=[CH:6][N:5]=1)[CH3:2]. (4) Given the reactants [Cl:1][C:2]1[N:10]=[C:9]2[C:5]([NH:6][CH:7]=[N:8]2)=[C:4]([Cl:11])[N:3]=1.[C:12]([O-])([O-])=O.[K+].[K+].CI.O, predict the reaction product. The product is: [Cl:1][C:2]1[N:10]=[C:9]2[C:5]([N:6]=[CH:7][N:8]2[CH3:12])=[C:4]([Cl:11])[N:3]=1. (5) The product is: [C:3]([N:6]([CH2:11][CH:20]([OH:1])[CH2:7][NH2:6])[C:7]1[C:20]([I:21])=[C:11]([C:12]([NH:14][CH2:15][CH:16]([OH:19])[CH2:17][OH:18])=[O:13])[C:10]([I:22])=[C:9]([C:8]=1[I:31])[C:23]([NH:25][CH2:26][CH:27]([OH:30])[CH2:28][OH:29])=[O:24])(=[O:5])[CH3:4]. Given the reactants [OH-:1].[K+].[C:3]([NH:6][C:7]1[C:8]([I:31])=[C:9]([C:23]([NH:25][CH2:26][CH:27]([OH:30])[CH2:28][OH:29])=[O:24])[C:10]([I:22])=[C:11]([C:20]=1[I:21])[C:12]([NH:14][CH2:15][CH:16]([OH:19])[CH2:17][OH:18])=[O:13])(=[O:5])[CH3:4].B(O)(O)O.Cl, predict the reaction product. (6) Given the reactants [Br-].[CH2:2]([P+](C1C=CC=CC=1)(C1C=CC=CC=1)C1C=CC=CC=1)[CH2:3][CH2:4][CH2:5][CH2:6][CH2:7][CH3:8].[Li+].C[Si]([N-][Si](C)(C)C)(C)C.[NH:38]1[C:46]2[C:41](=[CH:42][CH:43]=[CH:44][CH:45]=2)[CH:40]=[C:39]1[CH:47]=O.[Cl-].[NH4+], predict the reaction product. The product is: [CH:47]([C:39]1[NH:38][C:46]2[C:41]([CH:40]=1)=[CH:42][CH:43]=[CH:44][CH:45]=2)=[CH:2][CH2:3][CH2:4][CH2:5][CH2:6][CH2:7][CH3:8]. (7) Given the reactants [CH2:1]([O:8][C:9]1[CH:14]=[CH:13][C:12]([CH2:15][C:16]([OH:18])=O)=[CH:11][CH:10]=1)[C:2]1[CH:7]=[CH:6][CH:5]=[CH:4][CH:3]=1.S(Cl)(Cl)=O.[C:23]([C:27]1[CH:31]=[C:30]([NH2:32])[O:29][N:28]=1)([CH3:26])([CH3:25])[CH3:24].CCN(C(C)C)C(C)C, predict the reaction product. The product is: [C:23]([C:27]1[CH:31]=[C:30]([NH:32][C:16](=[O:18])[CH2:15][C:12]2[CH:11]=[CH:10][C:9]([O:8][CH2:1][C:2]3[CH:3]=[CH:4][CH:5]=[CH:6][CH:7]=3)=[CH:14][CH:13]=2)[O:29][N:28]=1)([CH3:26])([CH3:25])[CH3:24].